This data is from Full USPTO retrosynthesis dataset with 1.9M reactions from patents (1976-2016). The task is: Predict the reactants needed to synthesize the given product. (1) Given the product [CH2:1]([O:8][C:9](=[O:21])[C@H:10]([N:11]1[C:16](=[O:19])[CH:17]=[CH:18][CH2:13][O:12]1)[CH3:20])[C:2]1[CH:3]=[CH:4][CH:5]=[CH:6][CH:7]=1, predict the reactants needed to synthesize it. The reactants are: [CH2:1]([O:8][C:9](=[O:21])[C@@H:10]([CH3:20])[N:11]([C:16](=[O:19])[CH:17]=[CH2:18])[O:12][CH2:13]C=C)[C:2]1[CH:7]=[CH:6][CH:5]=[CH:4][CH:3]=1. (2) Given the product [CH:14]([C:2]1[N:7]=[N:6][C:5]2[O:8][CH:9]([CH2:12][OH:13])[CH2:10][O:11][C:4]=2[CH:3]=1)=[CH2:15], predict the reactants needed to synthesize it. The reactants are: Cl[C:2]1[N:7]=[N:6][C:5]2[O:8][CH:9]([CH2:12][OH:13])[CH2:10][O:11][C:4]=2[CH:3]=1.[CH:14](B1OB(C=C)OB(C=C)O1)=[CH2:15].N1C=CC=CC=1.O.